This data is from Forward reaction prediction with 1.9M reactions from USPTO patents (1976-2016). The task is: Predict the product of the given reaction. (1) Given the reactants [CH:1]1[CH:6]=[N:5][CH:4]=[C:3]([CH:7]2[NH:11][CH2:10][CH2:9][CH2:8]2)[CH:2]=1.[CH2:12]=O.[OH-].[Na+], predict the reaction product. The product is: [N:5]1[CH:4]=[C:3]([CH:7]2[CH2:8][CH2:9][CH2:10][N:11]2[CH3:12])[CH:2]=[CH:1][CH:6]=1. (2) Given the reactants [Cl:1][C:2]1[N:7]=[CH:6][C:5]([NH:8][S:9]([CH3:11])=[O:10])=[CH:4][CH:3]=1.[CH3:12][NH:13][CH3:14], predict the reaction product. The product is: [Cl:1][C:2]1[N:7]=[CH:6][C:5]([N:8]=[S:9]([CH3:11])([N:13]([CH3:14])[CH3:12])=[O:10])=[CH:4][CH:3]=1. (3) Given the reactants [CH2:1]([O:8][CH2:9][CH2:10][C:11]1([CH2:19][OH:20])[CH2:16][O:15][C:14]([CH3:18])([CH3:17])[O:13][CH2:12]1)[C:2]1[CH:7]=[CH:6][CH:5]=[CH:4][CH:3]=1.N1C=CN=C1.[C:26]([Si:30]([C:38]1[CH:43]=[CH:42][CH:41]=[CH:40][CH:39]=1)([C:32]1[CH:37]=[CH:36][CH:35]=[CH:34][CH:33]=1)Cl)([CH3:29])([CH3:28])[CH3:27].[Cl-].[NH4+], predict the reaction product. The product is: [CH2:1]([O:8][CH2:9][CH2:10][C:11]1([CH2:19][O:20][Si:30]([C:26]([CH3:29])([CH3:28])[CH3:27])([C:38]2[CH:39]=[CH:40][CH:41]=[CH:42][CH:43]=2)[C:32]2[CH:37]=[CH:36][CH:35]=[CH:34][CH:33]=2)[CH2:16][O:15][C:14]([CH3:18])([CH3:17])[O:13][CH2:12]1)[C:2]1[CH:7]=[CH:6][CH:5]=[CH:4][CH:3]=1. (4) Given the reactants [C:1]([C:3]1[CH:8]=[CH:7][C:6]([C@@H:9]2[O:14][CH2:13][C@@H:12]3[CH2:15][N:16](C(OC(C)(C)C)=O)[CH2:17][CH2:18][N:11]3[CH2:10]2)=[CH:5][C:4]=1[O:26][CH3:27])#[N:2].[ClH:28], predict the reaction product. The product is: [ClH:28].[CH3:27][O:26][C:4]1[CH:5]=[C:6]([C@@H:9]2[O:14][CH2:13][C@@H:12]3[CH2:15][NH:16][CH2:17][CH2:18][N:11]3[CH2:10]2)[CH:7]=[CH:8][C:3]=1[C:1]#[N:2]. (5) Given the reactants Cl.[NH2:2][OH:3].[Na].C[O:6][C:7](=O)[CH2:8][CH2:9][CH2:10][CH2:11][CH2:12][CH2:13][C:14](=[O:26])[NH:15][C:16]12[CH2:25][CH:20]3[CH2:21][CH:22]([CH2:24][CH:18]([CH2:19]3)[CH2:17]1)[CH2:23]2.C(O)(=O)C, predict the reaction product. The product is: [OH:3][NH:2][C:7](=[O:6])[CH2:8][CH2:9][CH2:10][CH2:11][CH2:12][CH2:13][C:14]([NH:15][C:16]12[CH2:25][CH:20]3[CH2:21][CH:22]([CH2:24][CH:18]([CH2:19]3)[CH2:17]1)[CH2:23]2)=[O:26].